Predict the reaction yield, written as a fraction of the theoretical maximum amount of product (1.0 means a 100% yield; for example, 0.34 means a 34% yield). From a dataset of Reaction yield outcomes from USPTO patents with 853,638 reactions. The reactants are [CH2:1]([N:8]1[CH2:13][CH2:12][NH:11][CH:10]([CH2:14][OH:15])[CH2:9]1)[C:2]1[CH:7]=[CH:6][CH:5]=[CH:4][CH:3]=1.O.C(=O)([O-])[O-].[K+].[K+].Cl[CH2:24][C:25](Cl)=[O:26]. The catalyst is O1CCCC1. The product is [CH2:1]([N:8]1[CH2:13][CH2:12][N:11]2[CH:10]([CH2:14][O:15][CH2:24][C:25]2=[O:26])[CH2:9]1)[C:2]1[CH:3]=[CH:4][CH:5]=[CH:6][CH:7]=1. The yield is 0.350.